Task: Predict the reaction yield, written as a fraction of the theoretical maximum amount of product (1.0 means a 100% yield; for example, 0.34 means a 34% yield).. Dataset: Reaction yield outcomes from USPTO patents with 853,638 reactions (1) The reactants are [CH3:1][O:2][C:3]([C:5]1[S:6][C:7]([C:14]([OH:16])=O)=[CH:8][C:9]=1[C:10]([F:13])([F:12])[F:11])=[O:4].C(N(CC)CC)C.CN(C(ON1N=NC2C=CC=CC1=2)=[N+](C)C)C.F[P-](F)(F)(F)(F)F.C1C=CC2N(O)N=NC=2C=1.[NH:58]1[C:66]2[C:61](=[C:62]([CH2:67][NH2:68])[CH:63]=[CH:64][CH:65]=2)[CH:60]=[N:59]1. The catalyst is CN(C=O)C. The product is [CH3:1][O:2][C:3]([C:5]1[S:6][C:7]([C:14](=[O:16])[NH:68][CH2:67][C:62]2[CH:63]=[CH:64][CH:65]=[C:66]3[C:61]=2[CH:60]=[N:59][NH:58]3)=[CH:8][C:9]=1[C:10]([F:11])([F:12])[F:13])=[O:4]. The yield is 0.210. (2) The reactants are Br[C:2]1[CH:3]=[C:4]2[C:10]([C:11]3[CH:16]=[CH:15][CH:14]=[CH:13][CH:12]=3)=[N:9][N:8](C3CCCCO3)[C:5]2=[CH:6][N:7]=1.[NH:23]1[CH:27]=[N:26][CH:25]=[N:24]1. No catalyst specified. The product is [C:11]1([C:10]2[C:4]3[C:5](=[CH:6][N:7]=[C:2]([N:23]4[CH:27]=[N:26][CH:25]=[N:24]4)[CH:3]=3)[NH:8][N:9]=2)[CH:12]=[CH:13][CH:14]=[CH:15][CH:16]=1. The yield is 0.270. (3) The reactants are [CH3:1][N:2]([C:22]1[CH:27]=[CH:26][CH:25]=[CH:24][CH:23]=1)[C:3](=[O:21])[CH2:4][N:5]1[C:9]2[CH:10]=[C:11]([C:14]3[CH:19]=[CH:18][CH:17]=[CH:16][CH:15]=3)[CH:12]=[CH:13][C:8]=2[NH:7][C:6]1=[O:20].[CH3:28][CH:29](O)[CH3:30].C1(P(C2C=CC=CC=2)C2C=CC=CC=2)C=CC=CC=1.N(C(OCC)=O)=NC(OCC)=O. The catalyst is O1CCCC1. The product is [CH:29]([N:7]1[C:8]2[CH:13]=[CH:12][C:11]([C:14]3[CH:19]=[CH:18][CH:17]=[CH:16][CH:15]=3)=[CH:10][C:9]=2[N:5]([CH2:4][C:3]([N:2]([CH3:1])[C:22]2[CH:27]=[CH:26][CH:25]=[CH:24][CH:23]=2)=[O:21])[C:6]1=[O:20])([CH3:30])[CH3:28]. The yield is 0.480. (4) The product is [Br:1][C:2]1[CH:3]=[CH:4][C:5]([CH2:8][C:9]([NH:14][NH:13][C:12]([O:16][C:17]([CH3:20])([CH3:19])[CH3:18])=[O:15])=[O:11])=[CH:6][CH:7]=1. The reactants are [Br:1][C:2]1[CH:7]=[CH:6][C:5]([CH2:8][C:9]([OH:11])=O)=[CH:4][CH:3]=1.[C:12]([O:16][C:17]([CH3:20])([CH3:19])[CH3:18])(=[O:15])[NH:13][NH2:14].Cl.C(N=C=NCCCN(C)C)C.O.ON1C2C=CC=CC=2N=N1.C(N(CC)C(C)C)(C)C. The yield is 0.880. The catalyst is ClCCl. (5) The reactants are Cl.[N:2]1[CH:3]=[CH:4][N:5]2[CH:10]=[CH:9][N:8]=[C:7]([N:11]3[CH2:15][CH2:14][C@H:13]([NH2:16])[CH2:12]3)[C:6]=12.[C:17]1([N:23]2[CH:27]=[N:26][C:25]([C:28](O)=[O:29])=[N:24]2)[CH:22]=[CH:21][CH:20]=[CH:19][CH:18]=1.C(N(CC)C(C)C)C.CN(C(ON1N=NC2C=CC=NC1=2)=[N+](C)C)C.F[P-](F)(F)(F)(F)F. The catalyst is CN(C=O)C.C(OCC)(=O)C. The product is [N:2]1[CH:3]=[CH:4][N:5]2[CH:10]=[CH:9][N:8]=[C:7]([N:11]3[CH2:15][CH2:14][C@H:13]([NH:16][C:28]([C:25]4[N:26]=[CH:27][N:23]([C:17]5[CH:18]=[CH:19][CH:20]=[CH:21][CH:22]=5)[N:24]=4)=[O:29])[CH2:12]3)[C:6]=12. The yield is 0.540. (6) The yield is 0.437. The reactants are [N:1]12[CH2:8][CH2:7][C:4]([C:9]([C:17]3[CH:22]=[CH:21][CH:20]=[CH:19][CH:18]=3)([C:11]3[CH:16]=[CH:15][CH:14]=[CH:13][CH:12]=3)[OH:10])([CH2:5][CH2:6]1)[CH2:3][CH2:2]2.[F:23][C:24]1[CH:29]=[CH:28][C:27]([O:30][CH2:31][CH2:32][CH2:33][Br:34])=[CH:26][CH:25]=1. The catalyst is CC#N. The product is [Br-:34].[F:23][C:24]1[CH:29]=[CH:28][C:27]([O:30][CH2:31][CH2:32][CH2:33][N+:1]23[CH2:6][CH2:5][C:4]([C:9]([OH:10])([C:17]4[CH:22]=[CH:21][CH:20]=[CH:19][CH:18]=4)[C:11]4[CH:12]=[CH:13][CH:14]=[CH:15][CH:16]=4)([CH2:3][CH2:2]2)[CH2:7][CH2:8]3)=[CH:26][CH:25]=1. (7) The reactants are [CH:1]1[C:9]2[C:8]3[CH:10]=[CH:11][CH:12]=[CH:13][C:7]=3[S:6][C:5]=2[C:4](B(O)O)=[CH:3][CH:2]=1.Br[C:18]1[CH:23]=[CH:22][C:21]([Si:24]([C:37]2[CH:42]=[CH:41][C:40]([Br:43])=[CH:39][CH:38]=2)([C:31]2[CH:36]=[CH:35][CH:34]=[CH:33][CH:32]=2)[C:25]2[CH:30]=[CH:29][CH:28]=[CH:27][CH:26]=2)=[CH:20][CH:19]=1.C([O-])([O-])=O.[K+].[K+]. The catalyst is C1(C)C=CC=CC=1.O.C1C=CC([P]([Pd]([P](C2C=CC=CC=2)(C2C=CC=CC=2)C2C=CC=CC=2)([P](C2C=CC=CC=2)(C2C=CC=CC=2)C2C=CC=CC=2)[P](C2C=CC=CC=2)(C2C=CC=CC=2)C2C=CC=CC=2)(C2C=CC=CC=2)C2C=CC=CC=2)=CC=1. The product is [Br:43][C:40]1[CH:39]=[CH:38][C:37]([Si:24]([C:31]2[CH:32]=[CH:33][C:34]([C:4]3[C:5]4[S:6][C:7]5[CH:13]=[CH:12][CH:11]=[CH:10][C:8]=5[C:9]=4[CH:1]=[CH:2][CH:3]=3)=[CH:35][CH:36]=2)([C:21]2[CH:22]=[CH:23][CH:18]=[CH:19][CH:20]=2)[C:25]2[CH:30]=[CH:29][CH:28]=[CH:27][CH:26]=2)=[CH:42][CH:41]=1. The yield is 0.790. (8) The reactants are C[O:2][C:3]1[CH:35]=[CH:34][C:6]2[C:7]3[CH:8]([C:19]4[CH:33]=[CH:32][C:22]([O:23][CH2:24][CH2:25][N:26]5[CH2:31][CH2:30][CH2:29][CH2:28][CH2:27]5)=[CH:21][CH:20]=4)[O:9][CH2:10][C:11]4[CH:18]=[CH:17][CH:16]=[CH:15][C:12]=4[C:13]=3[S:14][C:5]=2[CH:4]=1. The catalyst is CN1C(=O)CCC1.C(Cl)Cl. The product is [N:26]1([CH2:25][CH2:24][O:23][C:22]2[CH:21]=[CH:20][C:19]([CH:8]3[C:7]4[C:6]5[CH:34]=[CH:35][C:3]([OH:2])=[CH:4][C:5]=5[S:14][C:13]=4[C:12]4[CH:15]=[CH:16][CH:17]=[CH:18][C:11]=4[CH2:10][O:9]3)=[CH:33][CH:32]=2)[CH2:31][CH2:30][CH2:29][CH2:28][CH2:27]1. The yield is 0.0630. (9) The reactants are Br[C:2]1[CH:9]=[CH:8][C:5]([C:6]#[N:7])=[C:4]([F:10])[C:3]=1[CH3:11].C(OC)(=O)[CH2:13][C:14]([O:16][CH3:17])=[O:15].C(=O)([O-])[O-].[K+].[K+].C(=O)([O-])O.[K+]. The catalyst is CCOC(C)=O.F[B-](F)(F)F.C([PH+](C(C)(C)C)C(C)(C)C)(C)(C)C. The product is [C:6]([C:5]1[CH:8]=[CH:9][C:2]([CH2:13][C:14]([O:16][CH3:17])=[O:15])=[C:3]([CH3:11])[C:4]=1[F:10])#[N:7]. The yield is 0.542. (10) The reactants are [CH2:1]([O:8][C:9]1[CH:18]=[C:17]2[C:12]([CH:13]=[CH:14][C:15]([OH:19])=[CH:16]2)=[CH:11][CH:10]=1)[C:2]1[CH:7]=[CH:6][CH:5]=[CH:4][CH:3]=1.[C:20](N)([CH3:23])([CH3:22])[CH3:21].Cl. The catalyst is [Cu](Cl)Cl.CO. The product is [CH2:1]([O:8][C:9]1[CH:10]=[CH:11][C:12]2[C:17]([CH:18]=1)=[C:16]([C:21]1[C:15]([OH:19])=[CH:14][CH:13]=[C:23]3[C:20]=1[CH:22]=[C:9]([O:8][CH2:1][C:2]1[CH:3]=[CH:4][CH:5]=[CH:6][CH:7]=1)[CH:10]=[CH:11]3)[C:15]([OH:19])=[CH:14][CH:13]=2)[C:2]1[CH:3]=[CH:4][CH:5]=[CH:6][CH:7]=1. The yield is 0.850.